From a dataset of Full USPTO retrosynthesis dataset with 1.9M reactions from patents (1976-2016). Predict the reactants needed to synthesize the given product. (1) Given the product [CH3:11][N:12]([CH3:9])[CH2:13][CH2:2][C:1]([C:4]1[S:5][CH:6]=[CH:7][CH:8]=1)=[O:3], predict the reactants needed to synthesize it. The reactants are: [C:1]([C:4]1[S:5][CH:6]=[CH:7][CH:8]=1)(=[O:3])[CH3:2].[CH2:9]=O.[CH3:11][NH:12][CH3:13]. (2) Given the product [Cl:7][C:8]1[CH:9]=[C:10]([CH2:11][CH2:12][CH2:13][OH:14])[CH:16]=[CH:17][CH:18]=1, predict the reactants needed to synthesize it. The reactants are: [H-].[Al+3].[Li+].[H-].[H-].[H-].[Cl:7][C:8]1[CH:9]=[C:10]([CH:16]=[CH:17][CH:18]=1)[CH:11]=[CH:12][C:13](O)=[O:14].